Dataset: Drug-target binding data from BindingDB using IC50 measurements. Task: Regression. Given a target protein amino acid sequence and a drug SMILES string, predict the binding affinity score between them. We predict pIC50 (pIC50 = -log10(IC50 in M); higher means more potent). Dataset: bindingdb_ic50. (1) The drug is Cc1c(C(=O)OCc2cccc3ccccc23)oc2cccc(OC3CCNCC3)c12. The target protein (Q8ILW6) has sequence MNDDKKDFVGRDLYQLIRNAKDKIKIDYKFWYTQPVPKINDEFDENVNEPFISDNKVEDVRKEEYKLPSGYAWCVCDITKENDRSDIYNLLTDNYVEDDDNVFRFNYSSEFLLWALSSPNYVKNWHIGVKYESTNKLVGFISAIPIDMCVNKNIIKMAEVNFLCVHKSLRSKRLAPVLIKEITRRINLESIWQAIYTAGVYLPKPISTARYFHRSINVKKLIEIGFSCLNTRLTMSRAIKLYRIDDTLNIKNLRLMKKKDIDGLQKLLNEHLKQYNLHAIFSKEDVAHWFTPIDQVIYTYVNEENGEIKDLISFYSLPSKVLGNNKYNILNAAFSFYNITTTTTFKNLIQDAICLAKRNNFDVFNALEVMDNYSVFQDLKFGEGDGSLKYYLYNWKCASCHPSKIGIVLL. The pIC50 is 5.8. (2) The small molecule is CC1=C[C@@](C)(O)[C@@H](C)O[C@@H]1/C(C)=C/C=C/C=C/C=C/C(C)=C/[C@]1(C)[C@H]2OC(=O)[C@]1(C)C(=O)[C@@H]2C. The target protein sequence is MLAVAPRMLVTYSLLLLSGMIEGAHSKEPIGGTLNGSRRRSEGEHLQYPAADEPVIVVGGGLAGLSAALEAVHEGASVILIEAEKNVGGNSAKASSGMAACNTEAQRVHHINDSTDRFYSDTMTAGDRENDPILVDQLVHQSADAFSFLVSHGADLSDVVLAGGHSVKRVHRNTPVKEGRAVNVGYAIISAVRDQLNRHAEQDPDKVKIMLGTEVIGLVTWNDFVTGVRVRKGDSRIEEISGKAVVLATGGFSNDRNVQGSLLAEFAPEKLKFPTTNGPWASGRGVKMARAMGAALVGMSDVQVHPTAFVDPKDPNATTKFLAAEALRGKGAILLNEKGERFGNELGRRDYLTDRILTSCAEDSQAGGAHTALMLMTDQSADDFGRASFGFYANVKGFFKKFNNVAELANYMNVDEAKLRKTLTDYNKYVTSTEENKKDEFGKVFFPASFNPDAVIYAAKITPAIHYTMGGLKIDKQAFVFNEFAQKPFRGLLAAGEVTG.... The pIC50 is 6.3.